Dataset: Catalyst prediction with 721,799 reactions and 888 catalyst types from USPTO. Task: Predict which catalyst facilitates the given reaction. Reactant: [Cl:1][C:2]1[C:3]([O:32][CH3:33])=[C:4]([C@H:9]([CH2:30][CH3:31])[CH2:10][C@:11]([OH:29])([C:25]([F:28])([F:27])[F:26])C=NC2C=CC=C3C=2C=CC(=O)N3)[CH:5]=[CH:6][C:7]=1[F:8].B(Br)(Br)Br.[C:38]([O-])(O)=[O:39].[Na+]. The catalyst class is: 2. Product: [Cl:1][C:2]1[C:3]([O:32][CH3:33])=[C:4]([CH:9]([CH2:30][CH3:31])[CH2:10][C:11]([OH:29])([C:25]([F:27])([F:26])[F:28])[CH:38]=[O:39])[CH:5]=[CH:6][C:7]=1[F:8].